This data is from Full USPTO retrosynthesis dataset with 1.9M reactions from patents (1976-2016). The task is: Predict the reactants needed to synthesize the given product. (1) Given the product [CH2:1]([C@@H:8]1[CH2:9][CH2:10][C@H:11]([C:14]([NH:25][C:24]2[CH:26]=[CH:27][C:21]([O:20][CH3:19])=[CH:22][CH:23]=2)=[O:16])[CH2:12][CH2:13]1)[C:2]1[CH:3]=[CH:4][CH:5]=[CH:6][CH:7]=1, predict the reactants needed to synthesize it. The reactants are: [CH2:1]([CH:8]1[CH2:13][CH2:12][CH:11]([C:14]([O:16]CC)=O)[CH2:10][CH2:9]1)[C:2]1[CH:7]=[CH:6][CH:5]=[CH:4][CH:3]=1.[CH3:19][O:20][C:21]1[CH:27]=[CH:26][C:24]([NH2:25])=[CH:23][CH:22]=1. (2) Given the product [Cl:25][C:21]1[C:22]([C:1]2[CH:6]=[CH:5][CH:4]=[CH:3][CH:2]=2)=[CH:23][C:17]2[N:16]=[C:15]([CH2:14][CH2:13][C:12]([OH:11])=[O:26])[NH:19][C:18]=2[CH:20]=1, predict the reactants needed to synthesize it. The reactants are: [C:1]1(B(O)O)[CH:6]=[CH:5][CH:4]=[CH:3][CH:2]=1.C[O:11][C:12](=[O:26])[CH2:13][CH2:14][C:15]1[NH:19][C:18]2[CH:20]=[C:21]([Cl:25])[C:22](Br)=[CH:23][C:17]=2[N:16]=1.C([O-])([O-])=O.[K+].[K+]. (3) Given the product [C:29]([C:33]1[CH:34]=[CH:35][C:36]([CH2:37][O:28][C:23]2[CH:24]=[CH:25][CH:26]=[CH:27][C:22]=2/[CH:21]=[CH:20]/[CH:7]([CH2:6][CH2:5][CH2:4][CH2:3][C:1]#[N:2])[CH2:8][CH2:9][C:10]2[CH:11]=[CH:12][C:13]([C:14]([O:16][CH3:17])=[O:15])=[CH:18][CH:19]=2)=[CH:39][CH:40]=1)([CH3:32])([CH3:30])[CH3:31], predict the reactants needed to synthesize it. The reactants are: [C:1]([CH2:3][CH2:4][CH2:5][CH2:6][CH:7](/[CH:20]=[CH:21]/[C:22]1[CH:27]=[CH:26][CH:25]=[CH:24][C:23]=1[OH:28])[CH2:8][CH2:9][C:10]1[CH:19]=[CH:18][C:13]([C:14]([O:16][CH3:17])=[O:15])=[CH:12][CH:11]=1)#[N:2].[C:29]([C:33]1[CH:40]=[CH:39][C:36]([CH2:37]Br)=[CH:35][CH:34]=1)([CH3:32])([CH3:31])[CH3:30].C(=O)([O-])[O-].[K+].[K+]. (4) Given the product [C:16]([N:3]1[CH2:8][CH2:7][C:6](=[O:9])[CH2:5][CH2:4]1)([O:18][C:19]([CH3:22])([CH3:21])[CH3:20])=[O:15], predict the reactants needed to synthesize it. The reactants are: Cl.O.[NH:3]1[CH2:8][CH2:7][C:6](=[O:9])[CH2:5][CH2:4]1.C([O-])(O)=O.[Na+].[O:15](C(OC(C)(C)C)=O)[C:16]([O:18][C:19]([CH3:22])([CH3:21])[CH3:20])=O. (5) Given the product [Cl:11][C:7]1[C:6]2[N:5]([C:4]([CH:12]3[CH2:17][CH2:16][N:15]([C:18]([O:20][CH2:21][C:22]4[CH:27]=[CH:26][CH:25]=[CH:24][CH:23]=4)=[O:19])[CH:14]([C:28]#[N:29])[CH2:13]3)=[N:3][CH:2]=2)[CH:10]=[CH:9][N:8]=1, predict the reactants needed to synthesize it. The reactants are: Br[C:2]1[N:3]=[C:4]([CH:12]2[CH2:17][CH2:16][N:15]([C:18]([O:20][CH2:21][C:22]3[CH:27]=[CH:26][CH:25]=[CH:24][CH:23]=3)=[O:19])[CH:14]([C:28]#[N:29])[CH2:13]2)[N:5]2[CH:10]=[CH:9][N:8]=[C:7]([Cl:11])[C:6]=12. (6) Given the product [CH2:10]([C@@H:9]([NH:8][C:1]([C:23]1([CH3:24])[CH2:28][CH2:27][CH2:26][CH2:31][CH2:30]1)=[O:3])[CH2:17][N:47]1[CH2:48][CH2:49][CH:44]([C:39]2[CH:40]=[CH:41][CH:42]=[CH:43][C:38]=2[O:37][CH3:36])[CH2:45][CH2:46]1)[C:11]1[CH:12]=[CH:13][CH:14]=[CH:15][CH:16]=1, predict the reactants needed to synthesize it. The reactants are: [C:1]([NH:8][C@@H:9]([C:17](O)=O)[CH2:10][C:11]1[CH:16]=[CH:15][CH:14]=[CH:13][CH:12]=1)([O:3]C(C)(C)C)=O.CC[Al](Cl)[CH2:23][CH3:24].[CH:26]1[CH:27]=[CH:28]C2N(O)N=N[C:30]=2[CH:31]=1.[CH3:36][O:37][C:38]1[CH:43]=[CH:42][CH:41]=[CH:40][C:39]=1[CH:44]1[CH2:49][CH2:48][NH:47][CH2:46][CH2:45]1.C[N+]1([O-])CCOCC1.